From a dataset of Catalyst prediction with 721,799 reactions and 888 catalyst types from USPTO. Predict which catalyst facilitates the given reaction. (1) Reactant: [CH3:1][O:2][C:3]1[CH:4]=[C:5]([C:11]2[CH2:16][C:15]([CH3:18])([CH3:17])[C:14](=[O:19])[N:13]([CH:20]3[CH2:25][CH2:24][N:23]([C:26](=[O:37])[C@H:27]([NH:29]C(=O)OC(C)(C)C)[CH3:28])[CH2:22][CH2:21]3)[N:12]=2)[CH:6]=[CH:7][C:8]=1[O:9][CH3:10]. Product: [NH2:29][C@H:27]([CH3:28])[C:26]([N:23]1[CH2:24][CH2:25][CH:20]([N:13]2[C:14](=[O:19])[C:15]([CH3:18])([CH3:17])[CH2:16][C:11]([C:5]3[CH:6]=[CH:7][C:8]([O:9][CH3:10])=[C:3]([O:2][CH3:1])[CH:4]=3)=[N:12]2)[CH2:21][CH2:22]1)=[O:37]. The catalyst class is: 89. (2) Reactant: [NH2:1][C:2]1[CH:3]=[C:4]([Br:9])[C:5]([Cl:8])=[N:6][CH:7]=1.[O:10]1[CH2:15][CH2:14][CH:13]([CH:16]=O)[CH2:12][CH2:11]1.C(O)(=O)C.C(O[BH-](OC(=O)C)OC(=O)C)(=O)C.[Na+]. Product: [Br:9][C:4]1[CH:3]=[C:2]([NH:1][CH2:16][CH:13]2[CH2:14][CH2:15][O:10][CH2:11][CH2:12]2)[CH:7]=[N:6][C:5]=1[Cl:8]. The catalyst class is: 2. (3) Reactant: [CH3:1][S:2][CH2:3][CH2:4][CH2:5][OH:6].C(N(CC)CC)C.[S:14](Cl)([C:17]1[CH:23]=[CH:22][C:20]([CH3:21])=[CH:19][CH:18]=1)(=[O:16])=[O:15]. Product: [CH3:21][C:20]1[CH:22]=[CH:23][C:17]([S:14]([O:6][CH2:5][CH2:4][CH2:3][S:2][CH3:1])(=[O:16])=[O:15])=[CH:18][CH:19]=1. The catalyst class is: 2. (4) Reactant: [NH2:1][C:2]1[S:3][C:4]([C:8]([OH:10])=O)=[C:5]([CH3:7])[N:6]=1.C(N(CC)CC)C.Cl.[CH:19]1([CH:24]([NH2:26])[CH3:25])[CH2:23][CH2:22][CH2:21][CH2:20]1.CN([P+](ON1N=NC2C=CC=CC1=2)(N(C)C)N(C)C)C.F[P-](F)(F)(F)(F)F. Product: [CH:19]1([CH:24]([NH:26][C:8]([C:4]2[S:3][C:2]([NH2:1])=[N:6][C:5]=2[CH3:7])=[O:10])[CH3:25])[CH2:23][CH2:22][CH2:21][CH2:20]1. The catalyst class is: 6. (5) Reactant: ClC(OCC(C)C)=O.CN1CCOCC1.[CH3:16][CH:17]([CH3:23])[C:18]#[C:19][C:20]([OH:22])=[O:21].[CH2:24](N)[CH2:25][C:26]1[CH:35]=[CH:34][C:31]([O:32][CH3:33])=[C:28]([O:29][CH3:30])[CH:27]=1. The catalyst class is: 1. Product: [CH3:30][O:29][C:28]1[CH:27]=[C:26]([CH2:25][CH2:24][O:21][C:20](=[O:22])[C:19]#[C:18][CH:17]([CH3:23])[CH3:16])[CH:35]=[CH:34][C:31]=1[O:32][CH3:33].